From a dataset of Reaction yield outcomes from USPTO patents with 853,638 reactions. Predict the reaction yield, written as a fraction of the theoretical maximum amount of product (1.0 means a 100% yield; for example, 0.34 means a 34% yield). (1) The reactants are [Br:1][C:2]1[CH:6]=[N:5][N:4]([CH3:7])[C:3]=1[C:8]1[CH:9]=[C:10]([NH2:16])[CH:11]=[CH:12][C:13]=1[O:14][CH3:15].[CH2:17]([N:24]=[C:25]=[O:26])[C:18]1[CH:23]=[CH:22][CH:21]=[CH:20][CH:19]=1. The catalyst is C(Cl)Cl. The product is [CH2:17]([NH:24][C:25]([NH:16][C:10]1[CH:11]=[CH:12][C:13]([O:14][CH3:15])=[C:8]([C:3]2[N:4]([CH3:7])[N:5]=[CH:6][C:2]=2[Br:1])[CH:9]=1)=[O:26])[C:18]1[CH:23]=[CH:22][CH:21]=[CH:20][CH:19]=1. The yield is 0.620. (2) The reactants are [F:1][C:2]1[CH:7]=[CH:6][C:5]([C:8]2[N:9]=[CH:10][N:11]([CH:23]3[CH2:28][CH2:27][NH:26][CH2:25][CH2:24]3)[C:12]=2[C:13]2[CH:14]=[CH:15][C:16]3[N:17]([CH:19]=[C:20]([NH2:22])[N:21]=3)[N:18]=2)=[CH:4][CH:3]=1.[CH3:29][C:30]([O:33][C:34](O[C:34]([O:33][C:30]([CH3:32])([CH3:31])[CH3:29])=[O:35])=[O:35])([CH3:32])[CH3:31]. The catalyst is C(Cl)Cl.CN(C1C=CN=CC=1)C. The product is [NH2:22][C:20]1[N:21]=[C:16]2[CH:15]=[CH:14][C:13]([C:12]3[N:11]([CH:23]4[CH2:28][CH2:27][N:26]([C:34]([O:33][C:30]([CH3:32])([CH3:31])[CH3:29])=[O:35])[CH2:25][CH2:24]4)[CH:10]=[N:9][C:8]=3[C:5]3[CH:6]=[CH:7][C:2]([F:1])=[CH:3][CH:4]=3)=[N:18][N:17]2[CH:19]=1. The yield is 0.950. (3) The reactants are [N:1]1[C:10]2[C:5](=[CH:6][CH:7]=[CH:8][C:9]=2[S:11]([NH:14][C:15]2[CH:25]=[CH:24][C:18]([C:19]([O:21]CC)=[O:20])=[CH:17][CH:16]=2)(=[O:13])=[O:12])[CH:4]=[CH:3][CH:2]=1.[Li+].[OH-]. The catalyst is C1COCC1.O. The product is [N:1]1[C:10]2[C:5](=[CH:6][CH:7]=[CH:8][C:9]=2[S:11]([NH:14][C:15]2[CH:25]=[CH:24][C:18]([C:19]([OH:21])=[O:20])=[CH:17][CH:16]=2)(=[O:13])=[O:12])[CH:4]=[CH:3][CH:2]=1. The yield is 0.958. (4) The reactants are [CH2:1]([C:5]1[C:10]([C:11]#[N:12])=[C:9]([O:13][CH3:14])[N:8]=[C:7]([CH3:15])[CH:6]=1)[CH2:2][CH:3]=[CH2:4].[H-].[H-].[H-].[H-].[Li+].[Al+3]. The catalyst is CCOCC. The product is [CH2:1]([C:5]1[CH:6]=[C:7]([CH3:15])[N:8]=[C:9]([O:13][CH3:14])[C:10]=1[CH2:11][NH2:12])[CH2:2][CH:3]=[CH2:4]. The yield is 0.850. (5) The reactants are [S:1](=[O:39])(=[O:38])([O:3][CH2:4][C@@H:5]1[CH2:9][C@@H:8]([O:10][C:11]2[CH:16]=[CH:15][N:14]=[C:13]([NH:17][C@@H:18]3[C:26]4[C:21](=[CH:22][C:23]([Cl:27])=[CH:24][CH:25]=4)[C:20]([CH3:29])([CH3:28])[CH2:19]3)[CH:12]=2)[CH2:7][C@@H:6]1[O:30][Si](C(C)(C)C)(C)C)[NH2:2]. The yield is 0.710. The product is [S:1](=[O:39])(=[O:38])([O:3][CH2:4][C@@H:5]1[CH2:9][C@@H:8]([O:10][C:11]2[CH:16]=[CH:15][N:14]=[C:13]([NH:17][C@@H:18]3[C:26]4[C:21](=[CH:22][C:23]([Cl:27])=[CH:24][CH:25]=4)[C:20]([CH3:28])([CH3:29])[CH2:19]3)[CH:12]=2)[CH2:7][C@@H:6]1[OH:30])[NH2:2]. The catalyst is Cl.C(O)C. (6) The reactants are [CH3:1][C:2]1[O:3][C:4]([C:8]([OH:10])=O)=[C:5]([CH3:7])[N:6]=1.O1CCCC1.S(Cl)(Cl)=O.[NH2:20][C:21]1[CH:22]=[C:23]([CH:40]=[CH:41][C:42]=1[Cl:43])[O:24][C:25]1[CH:26]=[CH:27][C:28]2[N:29]([N:31]=[C:32]([NH:34][C:35]([CH:37]3[CH2:39][CH2:38]3)=[O:36])[N:33]=2)[CH:30]=1. The catalyst is CN(C)C=O.CN(C)C(=O)C. The product is [Cl:43][C:42]1[CH:41]=[CH:40][C:23]([O:24][C:25]2[CH:26]=[CH:27][C:28]3[N:29]([N:31]=[C:32]([NH:34][C:35]([CH:37]4[CH2:39][CH2:38]4)=[O:36])[N:33]=3)[CH:30]=2)=[CH:22][C:21]=1[NH:20][C:8]([C:4]1[O:3][C:2]([CH3:1])=[N:6][C:5]=1[CH3:7])=[O:10]. The yield is 0.630.